This data is from Peptide-MHC class I binding affinity with 185,985 pairs from IEDB/IMGT. The task is: Regression. Given a peptide amino acid sequence and an MHC pseudo amino acid sequence, predict their binding affinity value. This is MHC class I binding data. (1) The peptide sequence is YTSGPGTRYPM. The MHC is Mamu-A02 with pseudo-sequence Mamu-A02. The binding affinity (normalized) is 0.699. (2) The MHC is HLA-A26:03 with pseudo-sequence HLA-A26:03. The peptide sequence is RVYVAQKRK. The binding affinity (normalized) is 0.0847.